This data is from Forward reaction prediction with 1.9M reactions from USPTO patents (1976-2016). The task is: Predict the product of the given reaction. Given the reactants [CH3:1][N:2]1[C:6]([C:7]2[CH:8]=[N:9][NH:10][C:11]=2[NH2:12])=[CH:5][CH:4]=[N:3]1.[CH3:13][N:14]1[C:22]2[C:17](=[CH:18][C:19]([C:23](=O)[CH2:24][C:25](OCC)=[O:26])=[CH:20][CH:21]=2)[CH:16]=[N:15]1.CC1C=CC(S(O)(=O)=O)=CC=1, predict the reaction product. The product is: [CH3:13][N:14]1[C:22]2[C:17](=[CH:18][C:19]([C:23]3[NH:12][C:11]4[N:10]([N:9]=[CH:8][C:7]=4[C:6]4[N:2]([CH3:1])[N:3]=[CH:4][CH:5]=4)[C:25](=[O:26])[CH:24]=3)=[CH:20][CH:21]=2)[CH:16]=[N:15]1.